From a dataset of Reaction yield outcomes from USPTO patents with 853,638 reactions. Predict the reaction yield, written as a fraction of the theoretical maximum amount of product (1.0 means a 100% yield; for example, 0.34 means a 34% yield). (1) The reactants are [N+:1]([C:4]1[CH:5]=[C:6]([CH:10]=[C:11]([C:13]([F:16])([F:15])[F:14])[CH:12]=1)[C:7](Cl)=[O:8])([O-:3])=[O:2].[NH4+:17].[OH-]. The catalyst is C1COCC1. The product is [N+:1]([C:4]1[CH:5]=[C:6]([CH:10]=[C:11]([C:13]([F:16])([F:15])[F:14])[CH:12]=1)[C:7]([NH2:17])=[O:8])([O-:3])=[O:2]. The yield is 0.830. (2) The reactants are C([O:3][C:4](=[O:24])[C:5]1[CH:10]=[CH:9][C:8]([O:11][C:12]2[CH:21]=[CH:20][C:15]3[B:16]([OH:19])[O:17][CH2:18][C:14]=3[CH:13]=2)=[CH:7][C:6]=1[O:22][CH3:23])C.[OH-].[Na+].Cl. The catalyst is CO.O. The product is [OH:19][B:16]1[C:15]2[CH:20]=[CH:21][C:12]([O:11][C:8]3[CH:9]=[CH:10][C:5]([C:4]([OH:24])=[O:3])=[C:6]([O:22][CH3:23])[CH:7]=3)=[CH:13][C:14]=2[CH2:18][O:17]1. The yield is 0.860. (3) The reactants are C[Si]([N-][Si](C)(C)C)(C)C.[Li+].[C:11]1([N:17]2[CH2:23][CH2:22][CH2:21][CH2:20][CH2:19][C:18]2=[O:24])[CH:16]=[CH:15][CH:14]=[CH:13][CH:12]=1.Cl[C:26]([O:28][CH2:29][CH3:30])=[O:27]. The catalyst is C1COCC1. The product is [O:24]=[C:18]1[CH:19]([C:26]([O:28][CH2:29][CH3:30])=[O:27])[CH2:20][CH2:21][CH2:22][CH2:23][N:17]1[C:11]1[CH:12]=[CH:13][CH:14]=[CH:15][CH:16]=1. The yield is 0.190. (4) The reactants are [H-].[Al+3].[Li+].[H-].[H-].[H-].[C:7]([C:9]1[CH:18]=[CH:17][C:16]([S:19][CH3:20])=[CH:15][C:10]=1[C:11](OC)=[O:12])#[N:8].CO.O. The catalyst is C1COCC1. The product is [NH2:8][CH2:7][C:9]1[CH:18]=[CH:17][C:16]([S:19][CH3:20])=[CH:15][C:10]=1[CH2:11][OH:12]. The yield is 0.700. (5) The reactants are [Cl:1][C:2]1[CH:3]=[CH:4][C:5]2[O:9][C:8]([CH:10]([NH:15][C:16]3[CH:21]=[CH:20][C:19]([C:22]([NH:24][CH2:25][CH2:26][C:27]([O:29]CC)=[O:28])=[O:23])=[CH:18][CH:17]=3)[CH2:11][CH:12]([CH3:14])[CH3:13])=[C:7]([CH3:32])[C:6]=2[CH:33]=1.O1CCCC1.[OH-].[Na+]. The catalyst is C(O)C. The product is [Cl:1][C:2]1[CH:3]=[CH:4][C:5]2[O:9][C:8]([C@@H:10]([NH:15][C:16]3[CH:21]=[CH:20][C:19]([C:22]([NH:24][CH2:25][CH2:26][C:27]([OH:29])=[O:28])=[O:23])=[CH:18][CH:17]=3)[CH2:11][CH:12]([CH3:14])[CH3:13])=[C:7]([CH3:32])[C:6]=2[CH:33]=1. The yield is 0.920. (6) The reactants are [NH2:1][C:2]1[CH:7]=[C:6](Br)[N:5]=[C:4]([C:9]([O:11][CH3:12])=[O:10])[C:3]=1[O:13][CH3:14].COCCOC.[Cl:21][C:22]1[CH:27]=[CH:26][C:25](B2OCCCO2)=[CH:24][CH:23]=1.[F-].[Cs+]. The catalyst is C(Cl)Cl.Cl[Pd](Cl)([P](C1C=CC=CC=1)(C1C=CC=CC=1)C1C=CC=CC=1)[P](C1C=CC=CC=1)(C1C=CC=CC=1)C1C=CC=CC=1.O. The product is [NH2:1][C:2]1[CH:7]=[C:6]([C:25]2[CH:26]=[CH:27][C:22]([Cl:21])=[CH:23][CH:24]=2)[N:5]=[C:4]([C:9]([O:11][CH3:12])=[O:10])[C:3]=1[O:13][CH3:14]. The yield is 0.440. (7) The reactants are FC(F)(F)C(O)=O.[C:8]([C:12]1[CH:17]=[CH:16][C:15](/[C:18](/[C:37]2[N:42]=[C:41]([O:43]C)[C:40]([C:45]#[N:46])=[CH:39][CH:38]=2)=[CH:19]\[C@H:20]2[CH2:24][CH2:23][C:22](=[O:25])[N:21]2CC2C=CC(OC)=CC=2OC)=[CH:14][CH:13]=1)([CH3:11])([CH3:10])[CH3:9]. The catalyst is C1(OC)C=CC=CC=1. The product is [C:8]([C:12]1[CH:13]=[CH:14][C:15](/[C:18](/[C:37]2[NH:42][C:41](=[O:43])[C:40]([C:45]#[N:46])=[CH:39][CH:38]=2)=[CH:19]\[C@H:20]2[CH2:24][CH2:23][C:22](=[O:25])[NH:21]2)=[CH:16][CH:17]=1)([CH3:11])([CH3:9])[CH3:10]. The yield is 0.360. (8) The reactants are [C:1]([CH2:3][N:4]1[C:12]2[CH2:11][CH2:10][CH2:9][CH2:8][C:7]=2[CH:6]=[C:5]1[C:13]([O:15][CH2:16][CH3:17])=[O:14])#[N:2].Cl.C(OCC)(=O)C. The catalyst is [Pd].C(O)C. The product is [NH2:2][CH2:1][CH2:3][N:4]1[C:12]2[CH2:11][CH2:10][CH2:9][CH2:8][C:7]=2[CH:6]=[C:5]1[C:13]([O:15][CH2:16][CH3:17])=[O:14]. The yield is 0.710.